From a dataset of NCI-60 drug combinations with 297,098 pairs across 59 cell lines. Regression. Given two drug SMILES strings and cell line genomic features, predict the synergy score measuring deviation from expected non-interaction effect. (1) Drug 1: C1=CC(=C2C(=C1NCCNCCO)C(=O)C3=C(C=CC(=C3C2=O)O)O)NCCNCCO. Drug 2: C1=NNC2=C1C(=O)NC=N2. Cell line: SF-268. Synergy scores: CSS=43.7, Synergy_ZIP=3.71, Synergy_Bliss=2.28, Synergy_Loewe=-39.1, Synergy_HSA=0.108. (2) Synergy scores: CSS=-1.89, Synergy_ZIP=-2.30, Synergy_Bliss=-2.47, Synergy_Loewe=-10.3, Synergy_HSA=-4.71. Drug 2: C1=CC(=CC=C1CC(C(=O)O)N)N(CCCl)CCCl.Cl. Cell line: PC-3. Drug 1: CCCS(=O)(=O)NC1=C(C(=C(C=C1)F)C(=O)C2=CNC3=C2C=C(C=N3)C4=CC=C(C=C4)Cl)F. (3) Drug 1: CCCS(=O)(=O)NC1=C(C(=C(C=C1)F)C(=O)C2=CNC3=C2C=C(C=N3)C4=CC=C(C=C4)Cl)F. Drug 2: B(C(CC(C)C)NC(=O)C(CC1=CC=CC=C1)NC(=O)C2=NC=CN=C2)(O)O. Cell line: SNB-19. Synergy scores: CSS=2.76, Synergy_ZIP=2.15, Synergy_Bliss=1.19, Synergy_Loewe=0.00903, Synergy_HSA=-1.70. (4) Drug 1: C1=NC2=C(N=C(N=C2N1C3C(C(C(O3)CO)O)O)F)N. Drug 2: C1=NNC2=C1C(=O)NC=N2. Cell line: HCT116. Synergy scores: CSS=11.7, Synergy_ZIP=-4.73, Synergy_Bliss=-5.74, Synergy_Loewe=-11.3, Synergy_HSA=-4.55. (5) Drug 1: CCCS(=O)(=O)NC1=C(C(=C(C=C1)F)C(=O)C2=CNC3=C2C=C(C=N3)C4=CC=C(C=C4)Cl)F. Drug 2: CCC1(C2=C(COC1=O)C(=O)N3CC4=CC5=C(C=CC(=C5CN(C)C)O)N=C4C3=C2)O.Cl. Cell line: NCI-H322M. Synergy scores: CSS=-7.33, Synergy_ZIP=4.68, Synergy_Bliss=1.83, Synergy_Loewe=-1.44, Synergy_HSA=-4.57. (6) Drug 1: C1=CC=C(C(=C1)C(C2=CC=C(C=C2)Cl)C(Cl)Cl)Cl. Drug 2: C1=NC2=C(N1)C(=S)N=CN2. Cell line: MALME-3M. Synergy scores: CSS=18.3, Synergy_ZIP=-7.67, Synergy_Bliss=-1.52, Synergy_Loewe=0.936, Synergy_HSA=1.39. (7) Drug 1: C1C(C(OC1N2C=C(C(=O)NC2=O)F)CO)O. Drug 2: CC1=C(C(CCC1)(C)C)C=CC(=CC=CC(=CC(=O)O)C)C. Cell line: DU-145. Synergy scores: CSS=4.24, Synergy_ZIP=2.68, Synergy_Bliss=8.63, Synergy_Loewe=-19.8, Synergy_HSA=-2.13. (8) Drug 1: CCC1(CC2CC(C3=C(CCN(C2)C1)C4=CC=CC=C4N3)(C5=C(C=C6C(=C5)C78CCN9C7C(C=CC9)(C(C(C8N6C=O)(C(=O)OC)O)OC(=O)C)CC)OC)C(=O)OC)O.OS(=O)(=O)O. Drug 2: CS(=O)(=O)OCCCCOS(=O)(=O)C. Cell line: NCI/ADR-RES. Synergy scores: CSS=0.230, Synergy_ZIP=2.28, Synergy_Bliss=4.52, Synergy_Loewe=-0.168, Synergy_HSA=0.267. (9) Drug 1: C1CCC(C1)C(CC#N)N2C=C(C=N2)C3=C4C=CNC4=NC=N3. Drug 2: CC1C(C(=O)NC(C(=O)N2CCCC2C(=O)N(CC(=O)N(C(C(=O)O1)C(C)C)C)C)C(C)C)NC(=O)C3=C4C(=C(C=C3)C)OC5=C(C(=O)C(=C(C5=N4)C(=O)NC6C(OC(=O)C(N(C(=O)CN(C(=O)C7CCCN7C(=O)C(NC6=O)C(C)C)C)C)C(C)C)C)N)C. Cell line: OVCAR-4. Synergy scores: CSS=0.368, Synergy_ZIP=0.768, Synergy_Bliss=4.97, Synergy_Loewe=4.97, Synergy_HSA=3.89. (10) Drug 1: C1CC(=O)NC(=O)C1N2CC3=C(C2=O)C=CC=C3N. Drug 2: CCC1(CC2CC(C3=C(CCN(C2)C1)C4=CC=CC=C4N3)(C5=C(C=C6C(=C5)C78CCN9C7C(C=CC9)(C(C(C8N6C=O)(C(=O)OC)O)OC(=O)C)CC)OC)C(=O)OC)O.OS(=O)(=O)O. Cell line: UO-31. Synergy scores: CSS=-1.99, Synergy_ZIP=-0.648, Synergy_Bliss=-3.45, Synergy_Loewe=-3.14, Synergy_HSA=-3.52.